This data is from Peptide-MHC class II binding affinity with 134,281 pairs from IEDB. The task is: Regression. Given a peptide amino acid sequence and an MHC pseudo amino acid sequence, predict their binding affinity value. This is MHC class II binding data. (1) The peptide sequence is KKIGESSSSSVTEGERT. The MHC is HLA-DQA10201-DQB10303 with pseudo-sequence HLA-DQA10201-DQB10303. The binding affinity (normalized) is 0.293. (2) The peptide sequence is EGPEEHEILNDSGET. The binding affinity (normalized) is 0.343. The MHC is DRB1_0301 with pseudo-sequence DRB1_0301. (3) The peptide sequence is STNIRQAGVQYSR. The MHC is HLA-DQA10301-DQB10301 with pseudo-sequence HLA-DQA10301-DQB10301. The binding affinity (normalized) is 0.723. (4) The peptide sequence is IPTFLQEALNIALVA. The MHC is DRB4_0101 with pseudo-sequence DRB4_0103. The binding affinity (normalized) is 0.831.